Task: Predict the product of the given reaction.. Dataset: Forward reaction prediction with 1.9M reactions from USPTO patents (1976-2016) (1) Given the reactants [N:1]12[CH2:8][CH2:7][CH:4]([CH2:5][CH2:6]1)[C@@H:3]([O:9][C:10]([C:12]1([C:19]3[CH:24]=[CH:23][CH:22]=[CH:21][CH:20]=3)[CH2:18][CH2:17][CH2:16][CH2:15][CH2:14][CH2:13]1)=[O:11])[CH2:2]2.[Cl:25][CH2:26][C:27]([NH:29][C:30]1[S:34][N:33]=[CH:32][N:31]=1)=[O:28], predict the reaction product. The product is: [Cl-:25].[C:19]1([C:12]2([C:10]([O:9][C@@H:3]3[CH:4]4[CH2:7][CH2:8][N+:1]([CH2:26][C:27](=[O:28])[NH:29][C:30]5[S:34][N:33]=[CH:32][N:31]=5)([CH2:6][CH2:5]4)[CH2:2]3)=[O:11])[CH2:18][CH2:17][CH2:16][CH2:15][CH2:14][CH2:13]2)[CH:20]=[CH:21][CH:22]=[CH:23][CH:24]=1. (2) Given the reactants CS(Cl)(=O)=O.O[CH2:7][CH2:8][CH2:9][C:10]([C:12]1[N:13]=[CH:14][N:15](C(C2C=CC=CC=2)(C2C=CC=CC=2)C2C=CC=CC=2)[C:16]=1[CH3:17])=[O:11].C(N(CC)CC)C.O, predict the reaction product. The product is: [CH3:17][C:16]1[N:15]=[CH:14][N:13]2[CH2:7][CH2:8][CH2:9][C:10](=[O:11])[C:12]=12. (3) Given the reactants C1(P(C2C=CC=CC=2)C2C=CC=CC=2)C=CC=CC=1.N(C(OC(C)C)=O)=NC(OC(C)C)=O.[CH3:34][O:35][C:36]([C:38]1([N:46]([OH:59])[C:47](=[O:58])[CH2:48][C:49]2[C:54]([CH3:55])=[CH:53][C:52]([CH3:56])=[CH:51][C:50]=2[CH3:57])[CH2:43][CH2:42][N:41]([O:44][CH3:45])[CH2:40][CH2:39]1)=[O:37].[CH3:60][O:61][N:62]1[CH2:67][CH2:66][CH:65](O)[CH2:64][CH2:63]1, predict the reaction product. The product is: [CH3:34][O:35][C:36]([C:38]1([N:46]([O:59][CH:65]2[CH2:66][CH2:67][N:62]([O:61][CH3:60])[CH2:63][CH2:64]2)[C:47](=[O:58])[CH2:48][C:49]2[C:50]([CH3:57])=[CH:51][C:52]([CH3:56])=[CH:53][C:54]=2[CH3:55])[CH2:39][CH2:40][N:41]([O:44][CH3:45])[CH2:42][CH2:43]1)=[O:37]. (4) Given the reactants C(OC(=O)[NH:7][C@@H:8]([CH2:28][CH:29]([CH3:31])[CH3:30])[CH2:9][O:10][C:11]1[CH:12]=[CH:13][C:14]2[C:27]3[C:22](=[CH:23][N:24]=[CH:25][CH:26]=3)[C:18]3([CH2:21][O:20][CH2:19]3)[O:17][C:15]=2[CH:16]=1)(C)(C)C.[ClH:33].C(OCC)C, predict the reaction product. The product is: [NH2:7][C@@H:8]([CH2:28][CH:29]([CH3:31])[CH3:30])[CH2:9][O:10][C:11]1[CH:12]=[CH:13][C:14]2[C:27]3[C:22](=[CH:23][N:24]=[CH:25][CH:26]=3)[C:18]([CH2:21][OH:20])([CH2:19][Cl:33])[O:17][C:15]=2[CH:16]=1. (5) Given the reactants [CH:1]([C:4]1[S:5][CH:6]=[C:7]([CH2:9]P(=O)(OCC)OCC)[N:8]=1)([CH3:3])[CH3:2].[H-].[Na+].[CH3:20][O:21][CH2:22][O:23][C:24]1[C:28]([CH:29]=O)=[CH:27][N:26]([C:31]2[CH:36]=[CH:35][CH:34]=[CH:33][CH:32]=2)[N:25]=1.O, predict the reaction product. The product is: [CH:1]([C:4]1[S:5][CH:6]=[C:7](/[CH:9]=[CH:29]/[C:28]2[C:24]([O:23][CH2:22][O:21][CH3:20])=[N:25][N:26]([C:31]3[CH:36]=[CH:35][CH:34]=[CH:33][CH:32]=3)[CH:27]=2)[N:8]=1)([CH3:2])[CH3:3]. (6) Given the reactants [C:1]([O:5][C:6]([NH:8][C@@H:9]1[CH2:14][CH2:13][CH2:12][CH2:11][C@@H:10]1[NH:15][C:16]1[C:25]2[C:20](=[CH:21][CH:22]=[C:23]([O:26][CH3:27])[CH:24]=2)[N:19]=[C:18](Cl)[N:17]=1)=[O:7])([CH3:4])([CH3:3])[CH3:2].[CH3:29][O:30][C:31]1[CH:38]=[CH:37][C:34]([CH2:35][NH2:36])=[CH:33][CH:32]=1.C1(P(C2C=CC=CC=2)C2C=CC3C(=CC=CC=3)C=2C2C3C(=CC=CC=3)C=CC=2P(C2C=CC=CC=2)C2C=CC=CC=2)C=CC=CC=1.CC(C)([O-])C.[Na+], predict the reaction product. The product is: [C:1]([O:5][C:6]([NH:8][C@@H:9]1[CH2:14][CH2:13][CH2:12][CH2:11][C@@H:10]1[NH:15][C:16]1[C:25]2[C:20](=[CH:21][CH:22]=[C:23]([O:26][CH3:27])[CH:24]=2)[N:19]=[C:18]([NH:36][CH2:35][C:34]2[CH:37]=[CH:38][C:31]([O:30][CH3:29])=[CH:32][CH:33]=2)[N:17]=1)=[O:7])([CH3:4])([CH3:3])[CH3:2].